From a dataset of Experimentally validated miRNA-target interactions with 360,000+ pairs, plus equal number of negative samples. Binary Classification. Given a miRNA mature sequence and a target amino acid sequence, predict their likelihood of interaction. (1) The miRNA is mmu-miR-22-3p with sequence AAGCUGCCAGUUGAAGAACUGU. The protein sequence of the target gene is MLGARVAAHLDALGPLVPYVPPPLLPSMFYVGLFFVNVLILYYAFLMEYIVLNVGLVFLPEDMDQALVDLGVLSDPGSGLYDADSELDVFDAYLE. Result: 0 (no interaction). (2) The miRNA is hsa-miR-223-5p with sequence CGUGUAUUUGACAAGCUGAGUU. The protein sequence of the target gene is MFGNLFEEDYSSVSSSQYGRGKKLKTKGLEPPAPREFTNLSGIRNQGGTCYLSSLLQTLHFTPEFREALFSLGPEELGSLEDKDKPDAKVRIIPLQLQRLFAQLLLLDQEAASTIDLTDSFGWTNDEEMRQHDVQELNRILFSALETSLVGTSGHDLIHRLYHGTIVNQIVCKECKNISERQEDFLDLTVAVKNVSGLEDELCNMYVEEEIFDYDNLYHCGTCDRLVKAAKSAKLRKLPPFLTISLLRFNFDFVKCERYKDTSCYTFPLRINLKPFCEQSELDDMEYMYDLFSVIIHKGG.... Result: 0 (no interaction). (3) The miRNA is hsa-miR-6734-3p with sequence CCCUUCCCUCACUCUUCUCUCAG. The protein sequence of the target gene is MTAMLTLETMASEEEYGPRNCVVCGDRATGYHFHALTCEGCKGFFRRTVSKTIGPICPFAGRCEVSKAQRRHCPACRLQKCLNVGMRKDMILSAEALALRRARQAQRRAEKASLQLNQQQKELVQILLGAHTRHVGPMFDQFVQFKPPAYLFMHHRPFQPRGPVLPLLTHFADINTFMVQQIIKFTKDLPLFRSLTMEDQISLLKGAAVEILHISLNTTFCLQTENFFCGPLCYKMEDAVHAGFQYEFLESILHFHKNLKGLHLQEPEYVLMAATALFSPDRPGVTQREEIDQLQEEMAL.... Result: 0 (no interaction). (4) The miRNA is rno-miR-24-3p with sequence UGGCUCAGUUCAGCAGGAACAG. The protein sequence of the target gene is MATGELGDLGGYYFRFLPQKTFQSLSSKEITSRLRQWSMLGRIKAQAFGFDQTFQSYRKDDFVMAFFKDPNVIPNLKLLSDSSGQWIILGTEVKKIEAINVPCTQLSMSFFHRLYDEDIVRDSGHIVKCLDSFCDPFLISDELRRVLLVEDSEKYEIFSQPDREEFLFCLFKHLCLGGALCQYEDVISPYLETTKLIYKDLVSVRKNPQTKKIQITSSVFKVSAYDSAGMCYPSAKNHEQTFSYFIVDPIRRHLHVLYHCYGVGDMS. Result: 0 (no interaction). (5) The miRNA is hsa-miR-6893-5p with sequence CAGGCAGGUGUAGGGUGGAGC. The protein sequence of the target gene is MTPQLLLALVLWASCPPCSGRKGPPAALTLPRVQCRASRYPIAVDCSWTLPPAPNSTSPVSFIATYRLGMAARGHSWPCLQQTPTSTSCTITDVQLFSMAPYVLNVTAVHPWGSSSSFVPFITEHIIKPDPPEGVRLSPLAERQLQVQWEPPGSWPFPEIFSLKYWIRYKRQGAARFHRVGPIEATSFILRAVRPRARYYVQVAAQDLTDYGELSDWSLPATATMSLGK. Result: 1 (interaction). (6) The miRNA is hsa-miR-520c-3p with sequence AAAGUGCUUCCUUUUAGAGGGU. The protein sequence of the target gene is MAQVAVSTLPVEEESSSETRMVVTFLVSALESMCKELAKSKAEVACIAVYETDVFVVGTERGCAFVNARTDFQKDFAKYCVAEGLCEVKPPCPVNGMQVHSGETEILRKAVEDYFCFCYGKALGTTVMVPVPYEKMLRDQSAVVVQGLPEGVAFQHPENYDLATLKWILENKAGISFIINRPFLGPESQLGGPGMVTDAERSIVSPSESCGPINVKTEPMEDSGISLKAEAVSVKKESEDPNYYQYNMQGSHPSSTSNEVIEMELPMEDSTPLVPSEEPNEDPEAEVKIEGNTNSSSVTN.... Result: 1 (interaction).